From a dataset of Catalyst prediction with 721,799 reactions and 888 catalyst types from USPTO. Predict which catalyst facilitates the given reaction. (1) Reactant: [CH2:1]([C:3]1[C:11]2[C:6](=[CH:7][C:8]([C:12]([OH:14])=[O:13])=[CH:9][CH:10]=2)[NH:5][N:4]=1)[CH3:2].N1C2C(=CC=CC=2)[CH:17]=N1.CO. Product: [CH2:1]([C:3]1[C:11]2[C:6](=[CH:7][C:8]([C:12]([O:14][CH3:17])=[O:13])=[CH:9][CH:10]=2)[NH:5][N:4]=1)[CH3:2]. The catalyst class is: 79. (2) Reactant: [C:1]([C:5]1[N:6]=[C:7]([NH:10][C:11]([C:13]2[CH:52]=[CH:51][N:16]3[C:17](=[O:50])[C:18](/[CH:34]=[CH:35]/[C:36]4[N:40]([CH2:41][C:42]5[CH:47]=[CH:46][C:45]([O:48][CH3:49])=[CH:44][CH:43]=5)[N:39]=[N:38][N:37]=4)=[C:19]([N:21]4[CH2:26][CH2:25][N:24](C(OC(C)(C)C)=O)[CH2:23][CH2:22]4)[N:20]=[C:15]3[CH:14]=2)=[O:12])[S:8][CH:9]=1)([CH3:4])([CH3:3])[CH3:2]. Product: [C:1]([C:5]1[N:6]=[C:7]([NH:10][C:11]([C:13]2[CH:52]=[CH:51][N:16]3[C:17](=[O:50])[C:18](/[CH:34]=[CH:35]/[C:36]4[N:40]([CH2:41][C:42]5[CH:43]=[CH:44][C:45]([O:48][CH3:49])=[CH:46][CH:47]=5)[N:39]=[N:38][N:37]=4)=[C:19]([N:21]4[CH2:26][CH2:25][NH:24][CH2:23][CH2:22]4)[N:20]=[C:15]3[CH:14]=2)=[O:12])[S:8][CH:9]=1)([CH3:4])([CH3:2])[CH3:3]. The catalyst class is: 106.